From a dataset of Full USPTO retrosynthesis dataset with 1.9M reactions from patents (1976-2016). Predict the reactants needed to synthesize the given product. (1) Given the product [C:1]1([C:7]#[C:8][C:9]2[CH2:20][C:21]3([CH2:26][CH2:25][N:24]([C:27]([O:29][C:30]([CH3:31])([CH3:33])[CH3:32])=[O:28])[CH2:23][CH2:22]3)[O:11][N:10]=2)[CH:6]=[CH:5][CH:4]=[CH:3][CH:2]=1, predict the reactants needed to synthesize it. The reactants are: [C:1]1([C:7]#[C:8][CH:9]=[N:10][OH:11])[CH:6]=[CH:5][CH:4]=[CH:3][CH:2]=1.ClN1C(=O)CCC1=O.[CH2:20]=[C:21]1[CH2:26][CH2:25][N:24]([C:27]([O:29][C:30]([CH3:33])([CH3:32])[CH3:31])=[O:28])[CH2:23][CH2:22]1. (2) The reactants are: C(OC([N:8]1[CH2:14][CH2:13][CH2:12][N:11]([C:15]2[N:19]([CH2:20][C:21]3[N:22]=[C:23]([CH3:26])[S:24][CH:25]=3)[C:18]3[CH:27]=[CH:28][CH:29]=[CH:30][C:17]=3[N:16]=2)[CH2:10][CH2:9]1)=O)(C)(C)C.[IH:31]. Given the product [IH:31].[IH:31].[N:11]1([C:15]2[N:19]([CH2:20][C:21]3[N:22]=[C:23]([CH3:26])[S:24][CH:25]=3)[C:18]3[CH:27]=[CH:28][CH:29]=[CH:30][C:17]=3[N:16]=2)[CH2:12][CH2:13][CH2:14][NH:8][CH2:9][CH2:10]1, predict the reactants needed to synthesize it. (3) Given the product [NH2:28][C:24]1[CH:23]=[C:22]([C:12]2[C:13]([N:14]3[CH2:18][CH2:17][C@H:16]([N:19]([CH3:20])[CH3:21])[CH2:15]3)=[C:7]3[O:6][C:5]([C:1]([CH3:3])([CH3:4])[CH3:2])=[N:9][C:8]3=[C:10]([C:32]#[N:33])[C:11]=2[CH3:31])[CH:27]=[CH:26][CH:25]=1, predict the reactants needed to synthesize it. The reactants are: [C:1]([C:5]1[O:6][C:7]2[C:8](=[C:10]([C:32]#[N:33])[C:11]([CH3:31])=[C:12]([C:22]3[CH:27]=[CH:26][CH:25]=[C:24]([N+:28]([O-])=O)[CH:23]=3)[C:13]=2[N:14]2[CH2:18][CH2:17][C@H:16]([N:19]([CH3:21])[CH3:20])[CH2:15]2)[N:9]=1)([CH3:4])([CH3:3])[CH3:2]. (4) Given the product [Cl:1][C:2]1[CH:7]=[C:6]([C:16]2[CH:15]=[C:14]([C:12](=[O:13])[CH3:11])[CH:19]=[CH:18][CH:17]=2)[CH:5]=[CH:4][N:3]=1, predict the reactants needed to synthesize it. The reactants are: [Cl:1][C:2]1[CH:7]=[C:6](B(O)O)[CH:5]=[CH:4][N:3]=1.[CH3:11][C:12]([C:14]1[CH:19]=[CH:18][CH:17]=[C:16](Br)[CH:15]=1)=[O:13].C([O-])([O-])=O.[Na+].[Na+]. (5) The reactants are: Cl[C:2]1[CH:11]=[CH:10][N:9]=[C:8]2[C:3]=1[CH:4]=[CH:5][C:6]([CH3:12])=[N:7]2.[NH2:13][C:14]1[CH:15]=[C:16]([CH:26]=[CH:27][C:28]=1[S:29][C:30]1[CH:35]=[CH:34][CH:33]=[CH:32][CH:31]=1)[CH2:17][NH:18][C:19](=[O:25])[O:20][C:21]([CH3:24])([CH3:23])[CH3:22]. Given the product [CH3:12][C:6]1[N:7]=[C:8]2[C:3]([C:2]([NH:13][C:14]3[CH:15]=[C:16]([CH2:17][NH:18][C:19](=[O:25])[O:20][C:21]([CH3:23])([CH3:22])[CH3:24])[CH:26]=[CH:27][C:28]=3[S:29][C:30]3[CH:35]=[CH:34][CH:33]=[CH:32][CH:31]=3)=[CH:11][CH:10]=[N:9]2)=[CH:4][CH:5]=1, predict the reactants needed to synthesize it. (6) Given the product [CH:1]1([C:4]([C:6]2[C:14]3[C:9](=[N:10][CH:11]=[CH:12][CH:13]=3)[NH:8][N:7]=2)=[O:5])[CH2:2][CH2:3]1, predict the reactants needed to synthesize it. The reactants are: [CH:1]1([CH:4]([C:6]2[C:14]3[C:9](=[N:10][CH:11]=[CH:12][CH:13]=3)[NH:8][N:7]=2)[OH:5])[CH2:3][CH2:2]1.CC(OI1(OC(C)=O)(OC(C)=O)OC(=O)C2C=CC=CC1=2)=O.S([O-])([O-])(=O)=S.[Na+].[Na+]. (7) The reactants are: [O:1]=[C:2]1[C:10]2[C:5](=[CH:6][CH:7]=[CH:8][CH:9]=2)[C:4](=[O:11])[N:3]1[C@@H:12]([CH2:23][CH:24]([F:27])[CH2:25]I)[C:13]([O:15][CH2:16][C:17]1[CH:22]=[CH:21][CH:20]=[CH:19][CH:18]=1)=[O:14].[N-:28]=[N+:29]=[N-:30].[Na+]. Given the product [N:28]([CH2:25][CH:24]([F:27])[CH2:23][C@H:12]([N:3]1[C:2](=[O:1])[C:10]2[C:5](=[CH:6][CH:7]=[CH:8][CH:9]=2)[C:4]1=[O:11])[C:13]([O:15][CH2:16][C:17]1[CH:22]=[CH:21][CH:20]=[CH:19][CH:18]=1)=[O:14])=[N+:29]=[N-:30], predict the reactants needed to synthesize it.